From a dataset of Forward reaction prediction with 1.9M reactions from USPTO patents (1976-2016). Predict the product of the given reaction. (1) Given the reactants II.[C:3]([C:6]1[CH:7]=[C:8]([CH:11]=[CH:12][CH:13]=1)[C:9]#[N:10])([CH3:5])=[CH2:4].[N+:14]([C:17]1[CH:18]=[N:19][NH:20][CH:21]=1)([O-:16])=[O:15], predict the reaction product. The product is: [N+:14]([C:17]1[CH:18]=[N:19][N:20]([C:3]([C:6]2[CH:7]=[C:8]([CH:11]=[CH:12][CH:13]=2)[C:9]#[N:10])([CH3:5])[CH3:4])[CH:21]=1)([O-:16])=[O:15]. (2) Given the reactants Br[C:2]1[C:10]2[N:9]3[CH2:11][CH2:12][CH2:13][NH:14][C:15](=[O:16])[C:8]3=[C:7]([CH3:17])[C:6]=2[CH:5]=[C:4]([C:18]#[N:19])[CH:3]=1.[F:20][C:21]([F:33])([F:32])[O:22][C:23]1[CH:28]=[CH:27][C:26](B(O)O)=[CH:25][CH:24]=1, predict the reaction product. The product is: [CH3:17][C:7]1[C:6]2[CH:5]=[C:4]([C:18]#[N:19])[CH:3]=[C:2]([C:26]3[CH:25]=[CH:24][C:23]([O:22][C:21]([F:20])([F:32])[F:33])=[CH:28][CH:27]=3)[C:10]=2[N:9]2[CH2:11][CH2:12][CH2:13][NH:14][C:15](=[O:16])[C:8]=12. (3) Given the reactants FC1C=C(CN)[CH:5]=[N:6]C=1.[NH:10]1[CH:14]=[CH:13][C:12](CN)=[N:11]1.[CH3:17][C:18]1[N:19]=[C:20]([N:26]2[CH2:30][CH2:29][N:28]([CH2:31][CH2:32][CH2:33][C:34]([F:37])([F:36])[F:35])[C:27]2=[O:38])[S:21][C:22]=1[C:23]([OH:25])=O, predict the reaction product. The product is: [NH:11]1[CH:12]=[C:13]([CH2:5][NH:6][C:23]([C:22]2[S:21][C:20]([N:26]3[CH2:30][CH2:29][N:28]([CH2:31][CH2:32][CH2:33][C:34]([F:37])([F:36])[F:35])[C:27]3=[O:38])=[N:19][C:18]=2[CH3:17])=[O:25])[CH:14]=[N:10]1.